This data is from Full USPTO retrosynthesis dataset with 1.9M reactions from patents (1976-2016). The task is: Predict the reactants needed to synthesize the given product. (1) Given the product [I:14][C:15]1[CH:16]=[C:17]2[C:18](=[CH:19][CH:20]=1)[NH:21][CH:22]=[C:23]([C:24]([O:26][CH2:27][CH3:28])=[O:25])[C:29]2=[O:31], predict the reactants needed to synthesize it. The reactants are: C1(OC2C=CC=CC=2)C=CC=CC=1.[I:14][C:15]1[CH:20]=[CH:19][C:18]([NH:21][CH:22]=[C:23]([C:29]([O:31]CC)=O)[C:24]([O:26][CH2:27][CH3:28])=[O:25])=[CH:17][CH:16]=1. (2) Given the product [C:12]([O:16][C:17]([N:19]1[CH2:24][CH2:23][N:22]([C:7]2[CH:6]=[CH:5][C:4]([N+:9]([O-:11])=[O:10])=[CH:3][C:2]=2[F:1])[CH2:21][CH2:20]1)=[O:18])([CH3:15])([CH3:13])[CH3:14], predict the reactants needed to synthesize it. The reactants are: [F:1][C:2]1[CH:3]=[C:4]([N+:9]([O-:11])=[O:10])[CH:5]=[CH:6][C:7]=1F.[C:12]([O:16][C:17]([N:19]1[CH2:24][CH2:23][NH:22][CH2:21][CH2:20]1)=[O:18])([CH3:15])([CH3:14])[CH3:13]. (3) The reactants are: [C:1]([O:5][C:6]([NH:8][C@H:9]([C:23]([O:25]C)=[O:24])[CH2:10][C:11]1[CH:16]=[CH:15][C:14]([O:17][C@H:18]2[CH2:21][C@@H:20]([F:22])[CH2:19]2)=[CH:13][CH:12]=1)=[O:7])([CH3:4])([CH3:3])[CH3:2].Cl. Given the product [C:1]([O:5][C:6]([NH:8][C@H:9]([C:23]([OH:25])=[O:24])[CH2:10][C:11]1[CH:16]=[CH:15][C:14]([O:17][C@H:18]2[CH2:21][C@@H:20]([F:22])[CH2:19]2)=[CH:13][CH:12]=1)=[O:7])([CH3:4])([CH3:2])[CH3:3], predict the reactants needed to synthesize it.